This data is from Forward reaction prediction with 1.9M reactions from USPTO patents (1976-2016). The task is: Predict the product of the given reaction. Given the reactants Cl.[OH:2][C:3]1[C:8]([CH:9]2[CH2:14][CH2:13][N:12]([CH:15]3[CH2:21][CH2:20][CH2:19][N:18]([C:22]([O:24][CH2:25][CH3:26])=[O:23])[CH2:17][CH2:16]3)[CH2:11][CH2:10]2)=[CH:7][CH:6]=[CH:5][N:4]=1.[CH2:27](I)[CH3:28], predict the reaction product. The product is: [CH2:27]([O:2][C:3]1[C:8]([CH:9]2[CH2:10][CH2:11][N:12]([CH:15]3[CH2:21][CH2:20][CH2:19][N:18]([C:22]([O:24][CH2:25][CH3:26])=[O:23])[CH2:17][CH2:16]3)[CH2:13][CH2:14]2)=[CH:7][CH:6]=[CH:5][N:4]=1)[CH3:28].[CH2:27]([N:4]1[CH:5]=[CH:6][CH:7]=[C:8]([CH:9]2[CH2:10][CH2:11][N:12]([CH:15]3[CH2:21][CH2:20][CH2:19][N:18]([C:22]([O:24][CH2:25][CH3:26])=[O:23])[CH2:17][CH2:16]3)[CH2:13][CH2:14]2)[C:3]1=[O:2])[CH3:28].